From a dataset of Full USPTO retrosynthesis dataset with 1.9M reactions from patents (1976-2016). Predict the reactants needed to synthesize the given product. (1) Given the product [CH3:1][S:2]([NH:9][C:10]1[CH:11]=[CH:12][C:13]([C:14]([O:16][CH2:17][CH3:18])=[O:15])=[CH:19][CH:20]=1)(=[O:4])=[O:3], predict the reactants needed to synthesize it. The reactants are: [CH3:1][S:2](Cl)(=[O:4])=[O:3].ClCCl.[NH2:9][C:10]1[CH:20]=[CH:19][C:13]([C:14]([O:16][CH2:17][CH3:18])=[O:15])=[CH:12][CH:11]=1.N1C=CC=CC=1. (2) Given the product [Cl:1][C:2]1[S:6][C:5]([C:7]([NH:9][C:10]2[C:11]([C:15]([OH:17])=[O:16])=[CH:12][S:13][CH:14]=2)=[O:8])=[CH:4][CH:3]=1, predict the reactants needed to synthesize it. The reactants are: [Cl:1][C:2]1[S:6][C:5]([C:7]([NH:9][C:10]2[C:11]([C:15]([O:17]C)=[O:16])=[CH:12][S:13][CH:14]=2)=[O:8])=[CH:4][CH:3]=1.O.[OH-].[Li+]. (3) Given the product [C:13]([O:17][C:18]([N:20]1[CH2:24][CH2:23][CH2:22][C@@H:21]1[C:25](=[O:26])[NH:1][CH:4]1[CH2:5][C:6](=[O:12])[O:7][CH:8]1[O:9][CH2:10][CH3:11])=[O:19])([CH3:16])([CH3:15])[CH3:14], predict the reactants needed to synthesize it. The reactants are: [N:1]([CH:4]1[CH:8]([O:9][CH2:10][CH3:11])[O:7][C:6](=[O:12])[CH2:5]1)=[N+]=[N-].[C:13]([O:17][C:18]([N:20]1[CH2:24][CH2:23][CH2:22][C@H:21]1[C:25](O)=[O:26])=[O:19])([CH3:16])([CH3:15])[CH3:14].C(N(C(C)C)CC)(C)C.C(Cl)CCl.C1C=CC2N(O)N=NC=2C=1. (4) Given the product [F:1][C:2]1[CH:3]=[CH:4][C:5]([CH2:6][C:7]2[N:11]([CH2:12][C:13]([N:15]3[CH2:16][CH2:17][CH:18]([N:21]([CH3:22])[C:41]([CH:38]4[CH2:40][CH2:39]4)=[O:42])[CH2:19][CH2:20]3)=[O:14])[N:10]=[C:9]([C:23]3[CH:24]=[CH:25][N:26]=[CH:27][CH:28]=3)[CH:8]=2)=[CH:29][CH:30]=1, predict the reactants needed to synthesize it. The reactants are: [F:1][C:2]1[CH:30]=[CH:29][C:5]([CH2:6][C:7]2[N:11]([CH2:12][C:13]([N:15]3[CH2:20][CH2:19][CH:18]([NH:21][CH3:22])[CH2:17][CH2:16]3)=[O:14])[N:10]=[C:9]([C:23]3[CH:28]=[CH:27][N:26]=[CH:25][CH:24]=3)[CH:8]=2)=[CH:4][CH:3]=1.C(N(CC)CC)C.[CH:38]1([C:41](Cl)=[O:42])[CH2:40][CH2:39]1.